Dataset: Full USPTO retrosynthesis dataset with 1.9M reactions from patents (1976-2016). Task: Predict the reactants needed to synthesize the given product. (1) Given the product [CH:41]([O:40][C:37]1[CH:38]=[CH:39][C:34]([CH2:33][O:1][C:2]2[CH:3]=[C:4]3[C:8](=[CH:9][CH:10]=2)[N:7]2[CH2:11][CH2:12][CH2:13][CH:14]([CH2:15][C:16]([O:18][CH2:19][CH3:20])=[O:17])[C:6]2=[CH:5]3)=[CH:35][C:36]=1[C:44]([F:45])([F:46])[F:47])([CH3:43])[CH3:42], predict the reactants needed to synthesize it. The reactants are: [OH:1][C:2]1[CH:3]=[C:4]2[C:8](=[CH:9][CH:10]=1)[N:7]1[CH2:11][CH2:12][CH2:13][CH:14]([CH2:15][C:16]([O:18][CH2:19][CH3:20])=[O:17])[C:6]1=[CH:5]2.CN(C=O)C.C(=O)([O-])[O-].[Cs+].[Cs+].Cl[CH2:33][C:34]1[CH:39]=[CH:38][C:37]([O:40][CH:41]([CH3:43])[CH3:42])=[C:36]([C:44]([F:47])([F:46])[F:45])[CH:35]=1. (2) Given the product [C:1]([C:5]1[N:14]=[C:13]([Cl:19])[C:12]2[C:7](=[CH:8][CH:9]=[C:10]([I:16])[CH:11]=2)[N:6]=1)([CH3:4])([CH3:3])[CH3:2], predict the reactants needed to synthesize it. The reactants are: [C:1]([C:5]1[NH:14][C:13](=O)[C:12]2[C:7](=[CH:8][CH:9]=[C:10]([I:16])[CH:11]=2)[N:6]=1)([CH3:4])([CH3:3])[CH3:2].O=P(Cl)(Cl)[Cl:19].C1CCN2C(=NCCC2)CC1.C(=O)([O-])[O-].[Na+].[Na+].C(=O)([O-])O.[Na+].